This data is from Catalyst prediction with 721,799 reactions and 888 catalyst types from USPTO. The task is: Predict which catalyst facilitates the given reaction. (1) Reactant: [OH:1][CH2:2]/[CH:3]=[CH:4]/[C:5]1[CH:6]=[C:7]([OH:11])[CH:8]=[CH:9][CH:10]=1.[CH3:12][O:13][C:14]([C:16]1[CH:21]=[CH:20][C:19]([CH2:22]Br)=[CH:18][CH:17]=1)=[O:15].C(=O)([O-])[O-].[K+].[K+].Cl. The catalyst class is: 95. Product: [CH3:12][O:13][C:14](=[O:15])[C:16]1[CH:21]=[CH:20][C:19]([CH2:22][O:11][C:7]2[CH:8]=[CH:9][CH:10]=[C:5](/[CH:4]=[CH:3]/[CH2:2][OH:1])[CH:6]=2)=[CH:18][CH:17]=1. (2) Product: [F:13][C:14]1[CH:15]=[C:16]([C:44]2[CH:49]=[CH:48][CH:47]=[CH:46][C:45]=2[C:50]2[NH:3][C:4](=[O:7])[O:5][N:51]=2)[CH:17]=[CH:18][C:19]=1[CH2:20][C:21]1[C:22](=[O:43])[N:23]([C@H:33]2[CH2:36][C@@H:35]([O:37][CH2:38][C:39]([OH:42])([CH3:40])[CH3:41])[CH2:34]2)[C:24]2[N:25]([N:30]=[CH:31][N:32]=2)[C:26]=1[CH2:27][CH2:28][CH3:29]. Reactant: [Cl-].O[NH3+:3].[C:4](=[O:7])([O-])[OH:5].[Na+].CS(C)=O.[F:13][C:14]1[CH:15]=[C:16]([C:44]2[C:45]([C:50]#[N:51])=[CH:46][CH:47]=[CH:48][CH:49]=2)[CH:17]=[CH:18][C:19]=1[CH2:20][C:21]1[C:22](=[O:43])[N:23]([C@H:33]2[CH2:36][C@@H:35]([O:37][CH2:38][C:39]([OH:42])([CH3:41])[CH3:40])[CH2:34]2)[C:24]2[N:25]([N:30]=[CH:31][N:32]=2)[C:26]=1[CH2:27][CH2:28][CH3:29]. The catalyst class is: 69.